From a dataset of Catalyst prediction with 721,799 reactions and 888 catalyst types from USPTO. Predict which catalyst facilitates the given reaction. (1) Reactant: [N:1]1([C:7]([CH:9]2[CH2:14][N:13](C(OC(C)(C)C)=O)[CH2:12][CH2:11][N:10]2[C:22]([O:24][CH2:25][C:26]2[CH:31]=[CH:30][CH:29]=[CH:28][CH:27]=2)=[O:23])=[O:8])[CH2:6][CH2:5][O:4][CH2:3][CH2:2]1. Product: [N:1]1([C:7]([CH:9]2[CH2:14][NH:13][CH2:12][CH2:11][N:10]2[C:22]([O:24][CH2:25][C:26]2[CH:31]=[CH:30][CH:29]=[CH:28][CH:27]=2)=[O:23])=[O:8])[CH2:6][CH2:5][O:4][CH2:3][CH2:2]1. The catalyst class is: 818. (2) Reactant: [NH2:1][C:2]1[C:7]([Cl:8])=[CH:6][C:5]([C:9](=[O:14])[C:10]([F:13])([F:12])[F:11])=[CH:4][C:3]=1[Cl:15].[Cl:16][C:17]1[CH:22]=[CH:21][C:20]([Mg]Br)=[CH:19][CH:18]=1.[Cl-].[NH4+]. The catalyst class is: 7. Product: [NH2:1][C:2]1[C:3]([Cl:15])=[CH:4][C:5]([C:9]([C:20]2[CH:21]=[CH:22][C:17]([Cl:16])=[CH:18][CH:19]=2)([OH:14])[C:10]([F:13])([F:11])[F:12])=[CH:6][C:7]=1[Cl:8].